From a dataset of Catalyst prediction with 721,799 reactions and 888 catalyst types from USPTO. Predict which catalyst facilitates the given reaction. (1) Reactant: [CH3:1][C:2]1[NH:3][C:4](=[O:35])[C:5]2[C:10]([C:11]3[CH:16]=[CH:15][CH:14]=[CH:13][CH:12]=3)=[C:9]([C:17]3[CH:22]=[CH:21][C:20]([C:23]4([NH:27][C:28](=[O:34])[O:29][C:30]([CH3:33])([CH3:32])[CH3:31])[CH2:26][CH2:25][CH2:24]4)=[CH:19][CH:18]=3)[O:8][C:6]=2[N:7]=1.C([O-])([O-])=O.[Cs+].[Cs+].[F:42][C:43]([F:47])([F:46])[CH2:44]I. Product: [CH3:1][C:2]1[N:3]([CH2:44][C:43]([F:47])([F:46])[F:42])[C:4](=[O:35])[C:5]2[C:10]([C:11]3[CH:12]=[CH:13][CH:14]=[CH:15][CH:16]=3)=[C:9]([C:17]3[CH:22]=[CH:21][C:20]([C:23]4([NH:27][C:28](=[O:34])[O:29][C:30]([CH3:31])([CH3:33])[CH3:32])[CH2:24][CH2:25][CH2:26]4)=[CH:19][CH:18]=3)[O:8][C:6]=2[N:7]=1. The catalyst class is: 173. (2) Reactant: CC[C@H]1[C@H]2C[C@H]([C@H](OC3C4C(=CC=CC=4)C(O[C@H](C4C=CN=C5C=4C=C(OC)C=C5)[C@@H]4N5C[C@H](CC)[C@@H](CC5)C4)=NN=3)C3C=CN=C4C=3C=C([O:22]C)C=C4)N(CC2)C1.[C:59]([OH:63])(C)([CH3:61])[CH3:60].O.[Br:65][C:66]1[C:75](C=C)=[C:74](C)[CH:73]=[C:72]2[C:67]=1[CH:68]=[CH:69][C:70]([CH3:79])=[N:71]2. Product: [Br:65][C:66]1[C:60]([C@H:59]([OH:63])[CH2:61][OH:22])=[C:74]([CH3:75])[CH:73]=[C:72]2[C:67]=1[CH:68]=[CH:69][C:70]([CH3:79])=[N:71]2. The catalyst class is: 13. (3) Reactant: [C:1]([O:5][C:6]([N:8]([CH3:48])[C@H:9]([C:13]([NH:15][C@H:16]([C:20]([N:22]([C@@H:24]([C@@H:44]([CH3:47])[CH2:45][CH3:46])[C@H:25]([O:42][CH3:43])[CH2:26][C:27]([N:29]1[CH2:33][CH2:32][CH2:31][C@H:30]1[C@H:34]([O:40][CH3:41])[C@H:35]([C:37]([OH:39])=O)[CH3:36])=[O:28])[CH3:23])=[O:21])[CH:17]([CH3:19])[CH3:18])=[O:14])[CH:10]([CH3:12])[CH3:11])=[O:7])([CH3:4])([CH3:3])[CH3:2].CN(C(ON1N=NC2C=CC=NC1=2)=[N+](C)C)C.F[P-](F)(F)(F)(F)F.FC(F)(F)C(O)=O.[NH2:80][C@@H:81]([CH2:94][C:95]1[CH:100]=[CH:99][CH:98]=[CH:97][CH:96]=1)[CH2:82][CH2:83][C:84]1[CH:89]=[CH:88][C:87]([S:90]([OH:93])(=[O:92])=[O:91])=[CH:86][CH:85]=1. Product: [C:1]([O:5][C:6]([N:8]([CH3:48])[C@H:9]([C:13]([NH:15][C@H:16]([C:20]([N:22]([C@@H:24]([C@@H:44]([CH3:47])[CH2:45][CH3:46])[C@H:25]([O:42][CH3:43])[CH2:26][C:27]([N:29]1[CH2:33][CH2:32][CH2:31][C@H:30]1[C@H:34]([O:40][CH3:41])[C@@H:35]([CH3:36])[C:37](=[O:39])[NH:80][C@H:81]([CH2:82][CH2:83][C:84]1[CH:85]=[CH:86][C:87]([S:90]([OH:93])(=[O:91])=[O:92])=[CH:88][CH:89]=1)[CH2:94][C:95]1[CH:96]=[CH:97][CH:98]=[CH:99][CH:100]=1)=[O:28])[CH3:23])=[O:21])[CH:17]([CH3:18])[CH3:19])=[O:14])[CH:10]([CH3:12])[CH3:11])=[O:7])([CH3:2])([CH3:4])[CH3:3]. The catalyst class is: 3. (4) Reactant: [F:1][CH:2]([F:10])[C:3]1[CH:7]=[C:6]([NH2:8])[N:5]([CH3:9])[N:4]=1.Cl[C:12]([O:14][C:15]1[CH:20]=[CH:19][CH:18]=[CH:17][CH:16]=1)=[O:13].N1C=CC=CC=1.Cl. Product: [F:1][CH:2]([F:10])[C:3]1[CH:7]=[C:6]([NH:8][C:12](=[O:13])[O:14][C:15]2[CH:20]=[CH:19][CH:18]=[CH:17][CH:16]=2)[N:5]([CH3:9])[N:4]=1. The catalyst class is: 4. (5) Reactant: ClCCl.Cl.Cl.[O:6]1[CH2:11][CH2:10][N:9]([CH2:12][C:13]2[CH:14]=[CH:15][C:16]3[C:25]4[NH:24][CH2:23][CH2:22][CH2:21][C:20]=4[C:19](=[O:26])[NH:18][C:17]=3[CH:27]=2)[CH2:8][CH2:7]1.C(N(CC)CC)C. Product: [O:6]1[CH2:7][CH2:8][N:9]([CH2:12][C:13]2[CH:14]=[CH:15][C:16]3[C:25]4[NH:24][CH2:23][CH2:22][CH2:21][C:20]=4[C:19](=[O:26])[NH:18][C:17]=3[CH:27]=2)[CH2:10][CH2:11]1. The catalyst class is: 5. (6) Reactant: [C:1]([O:5][C:6]([N:8]1[CH:20]([C:21]([OH:23])=[O:22])[C:19]([CH3:25])([CH3:24])[C:18]2[C:17]3[C:12](=[CH:13][CH:14]=[CH:15][CH:16]=3)[NH:11][C:10]=2[CH2:9]1)=[O:7])([CH3:4])([CH3:3])[CH3:2].[H-].[Na+].[F:28][C:29]1[CH:36]=[CH:35][C:32]([CH2:33]Br)=[CH:31][CH:30]=1. Product: [C:1]([O:5][C:6]([N:8]1[CH:20]([C:21]([OH:23])=[O:22])[C:19]([CH3:25])([CH3:24])[C:18]2[C:17]3[C:12](=[CH:13][CH:14]=[CH:15][CH:16]=3)[N:11]([CH2:33][C:32]3[CH:35]=[CH:36][C:29]([F:28])=[CH:30][CH:31]=3)[C:10]=2[CH2:9]1)=[O:7])([CH3:4])([CH3:2])[CH3:3]. The catalyst class is: 3. (7) Reactant: [I:1][C:2]1[CH:3]=[N:4][NH:5][CH:6]=1.Br[CH2:8][C:9]([N:11]([CH3:13])[CH3:12])=[O:10].C(=O)([O-])[O-].[K+].[K+]. Product: [I:1][C:2]1[CH:3]=[N:4][N:5]([CH2:8][C:9]([N:11]([CH3:13])[CH3:12])=[O:10])[CH:6]=1. The catalyst class is: 3. (8) Reactant: [NH2:1][C:2]1[CH:3]=[N:4][CH:5]=[C:6]([F:33])[C:7]=1[CH2:8][CH2:9][C@H:10]1[O:15][CH2:14][C@H:13]([CH2:16][O:17][C:18]([NH:20][CH2:21][C:22]([F:25])([F:24])[F:23])=[O:19])[N:12]([C:26]([O:28][C:29]([CH3:32])([CH3:31])[CH3:30])=[O:27])[CH2:11]1.[N:34]([C@@H:37]([C@H:41]([C:49]1[CH:54]=[C:53]([F:55])[CH:52]=[C:51]([F:56])[CH:50]=1)[C:42]1[CH:47]=[CH:46][C:45]([F:48])=[CH:44][CH:43]=1)[C:38](O)=[O:39])=[N+:35]=[N-:36].O=P(Cl)(Cl)Cl. Product: [N:34]([C@@H:37]([C@@H:41]([C:42]1[CH:43]=[CH:44][C:45]([F:48])=[CH:46][CH:47]=1)[C:49]1[CH:50]=[C:51]([F:56])[CH:52]=[C:53]([F:55])[CH:54]=1)[C:38]([NH:1][C:2]1[CH:3]=[N:4][CH:5]=[C:6]([F:33])[C:7]=1[CH2:8][CH2:9][C@H:10]1[O:15][CH2:14][C@H:13]([CH2:16][O:17][C:18]([NH:20][CH2:21][C:22]([F:25])([F:23])[F:24])=[O:19])[N:12]([C:26]([O:28][C:29]([CH3:30])([CH3:32])[CH3:31])=[O:27])[CH2:11]1)=[O:39])=[N+:35]=[N-:36]. The catalyst class is: 17.